The task is: Regression. Given a peptide amino acid sequence and an MHC pseudo amino acid sequence, predict their binding affinity value. This is MHC class I binding data.. This data is from Peptide-MHC class I binding affinity with 185,985 pairs from IEDB/IMGT. (1) The peptide sequence is FEFTSFFY. The MHC is HLA-B44:03 with pseudo-sequence HLA-B44:03. The binding affinity (normalized) is 0.727. (2) The peptide sequence is EINPFYQDV. The MHC is HLA-A02:06 with pseudo-sequence HLA-A02:06. The binding affinity (normalized) is 0.301.